Dataset: NCI-60 drug combinations with 297,098 pairs across 59 cell lines. Task: Regression. Given two drug SMILES strings and cell line genomic features, predict the synergy score measuring deviation from expected non-interaction effect. (1) Drug 1: C1=C(C(=O)NC(=O)N1)N(CCCl)CCCl. Drug 2: CC(C)CN1C=NC2=C1C3=CC=CC=C3N=C2N. Cell line: UACC-257. Synergy scores: CSS=9.83, Synergy_ZIP=-0.208, Synergy_Bliss=3.79, Synergy_Loewe=1.78, Synergy_HSA=2.01. (2) Drug 1: C1=C(C(=O)NC(=O)N1)F. Drug 2: CC1=CC=C(C=C1)C2=CC(=NN2C3=CC=C(C=C3)S(=O)(=O)N)C(F)(F)F. Cell line: RXF 393. Synergy scores: CSS=27.7, Synergy_ZIP=-4.43, Synergy_Bliss=-3.89, Synergy_Loewe=-5.01, Synergy_HSA=-2.96. (3) Drug 1: C1=C(C(=O)NC(=O)N1)N(CCCl)CCCl. Drug 2: CN(CCCl)CCCl.Cl. Cell line: HT29. Synergy scores: CSS=28.6, Synergy_ZIP=-7.54, Synergy_Bliss=0.630, Synergy_Loewe=-2.40, Synergy_HSA=-0.988. (4) Drug 1: CC1=CC2C(CCC3(C2CCC3(C(=O)C)OC(=O)C)C)C4(C1=CC(=O)CC4)C. Drug 2: CC1=C(C(=O)C2=C(C1=O)N3CC4C(C3(C2COC(=O)N)OC)N4)N. Cell line: SNB-75. Synergy scores: CSS=39.3, Synergy_ZIP=4.52, Synergy_Bliss=4.51, Synergy_Loewe=-62.6, Synergy_HSA=0.169. (5) Drug 1: CCCCC(=O)OCC(=O)C1(CC(C2=C(C1)C(=C3C(=C2O)C(=O)C4=C(C3=O)C=CC=C4OC)O)OC5CC(C(C(O5)C)O)NC(=O)C(F)(F)F)O. Drug 2: CCC1(C2=C(COC1=O)C(=O)N3CC4=CC5=C(C=CC(=C5CN(C)C)O)N=C4C3=C2)O.Cl. Cell line: NCI-H322M. Synergy scores: CSS=8.00, Synergy_ZIP=-2.28, Synergy_Bliss=-0.448, Synergy_Loewe=-2.37, Synergy_HSA=-2.24. (6) Cell line: SN12C. Drug 1: C1=CC(=CC=C1CCCC(=O)O)N(CCCl)CCCl. Synergy scores: CSS=26.2, Synergy_ZIP=-10.9, Synergy_Bliss=-1.25, Synergy_Loewe=-5.24, Synergy_HSA=-0.0346. Drug 2: C(CCl)NC(=O)N(CCCl)N=O. (7) Drug 1: COC1=C(C=C2C(=C1)N=CN=C2NC3=CC(=C(C=C3)F)Cl)OCCCN4CCOCC4. Drug 2: C1=NC2=C(N1)C(=S)N=CN2. Cell line: UO-31. Synergy scores: CSS=44.2, Synergy_ZIP=2.02, Synergy_Bliss=8.41, Synergy_Loewe=10.6, Synergy_HSA=11.0.